This data is from Reaction yield outcomes from USPTO patents with 853,638 reactions. The task is: Predict the reaction yield, written as a fraction of the theoretical maximum amount of product (1.0 means a 100% yield; for example, 0.34 means a 34% yield). (1) The reactants are Br[C:2]1[CH:7]=[CH:6][C:5]([CH2:8][CH3:9])=[CH:4][CH:3]=1.[Mg].[B:11](OC)([O:14]C)[O:12]C. The catalyst is CCOCC. The product is [CH2:8]([C:5]1[CH:6]=[CH:7][C:2]([B:11]([OH:14])[OH:12])=[CH:3][CH:4]=1)[CH3:9]. The yield is 0.380. (2) The reactants are FC(F)(F)C(O)=O.[F:8][CH:9]([F:27])[C:10]1[CH:11]=[C:12]([S:17]CC2C=CC(OC)=CC=2)[CH:13]=[C:14]([F:16])[CH:15]=1. The catalyst is C1(OC)C=CC=CC=1. The product is [F:27][CH:9]([F:8])[C:10]1[CH:11]=[C:12]([SH:17])[CH:13]=[C:14]([F:16])[CH:15]=1. The yield is 0.862. (3) The reactants are Cl[C:2]1[CH:3]=[C:4]([CH:11]=[C:12]([O:14][CH3:15])[N:13]=1)[C:5]([N:7]([O:9][CH3:10])[CH3:8])=[O:6].C1C=CC(P(C2C(C3C(P(C4C=CC=CC=4)C4C=CC=CC=4)=CC=C4C=3C=CC=C4)=C3C(C=CC=C3)=CC=2)C2C=CC=CC=2)=CC=1.[C:62](=[NH:75])([C:69]1[CH:74]=[CH:73][CH:72]=[CH:71][CH:70]=1)[C:63]1[CH:68]=[CH:67][CH:66]=[CH:65][CH:64]=1.C(=O)([O-])[O-].[Cs+].[Cs+]. The catalyst is C1(C)C=CC=CC=1.CC([O-])=O.CC([O-])=O.[Pd+2]. The product is [C:62](=[N:75][C:2]1[CH:3]=[C:4]([CH:11]=[C:12]([O:14][CH3:15])[N:13]=1)[C:5]([N:7]([O:9][CH3:10])[CH3:8])=[O:6])([C:69]1[CH:70]=[CH:71][CH:72]=[CH:73][CH:74]=1)[C:63]1[CH:68]=[CH:67][CH:66]=[CH:65][CH:64]=1. The yield is 0.940. (4) The reactants are Cl[C:2]1[CH:7]=[C:6]([O:8][C:9]2[CH:14]=[CH:13][C:12]([NH:15][C:16]3[CH:21]=[C:20]([C:22]4[CH:27]=[CH:26][CH:25]=[CH:24][CH:23]=4)[N:19]=[C:18]([NH2:28])[N:17]=3)=[CH:11][CH:10]=2)[CH:5]=[CH:4][N:3]=1.C([O-])([O-])=O.[K+].[K+].CC1(C)C(C)(C)OB(/[CH:43]=[CH:44]/[CH2:45][CH2:46][OH:47])O1. The catalyst is CC(N(C)C)=O. The product is [NH2:28][C:18]1[N:17]=[C:16]([NH:15][C:12]2[CH:13]=[CH:14][C:9]([O:8][C:6]3[CH:5]=[CH:4][N:3]=[C:2](/[CH:43]=[CH:44]/[CH2:45][CH2:46][OH:47])[CH:7]=3)=[CH:10][CH:11]=2)[CH:21]=[C:20]([C:22]2[CH:27]=[CH:26][CH:25]=[CH:24][CH:23]=2)[N:19]=1. The yield is 0.100.